From a dataset of Full USPTO retrosynthesis dataset with 1.9M reactions from patents (1976-2016). Predict the reactants needed to synthesize the given product. (1) Given the product [OH:19][CH:21]([CH2:22][CH2:23][CH2:24][CH2:25][CH2:26][CH2:27][CH2:28][CH3:29])[CH2:20][O:11][C:8]1[CH:9]=[CH:10][C:5]([N+:2]([O-:4])=[O:3])=[CH:6][CH:7]=1, predict the reactants needed to synthesize it. The reactants are: [Na].[N+:2]([C:5]1[CH:10]=[CH:9][C:8]([OH:11])=[CH:7][CH:6]=1)([O-:4])=[O:3].C1(C)C=CC=CC=1.[O:19]1[CH:21]([CH2:22][CH2:23][CH2:24][CH2:25][CH2:26][CH2:27][CH2:28][CH3:29])[CH2:20]1. (2) Given the product [F:29][CH2:28][C@@H:15]1[C@@H:14]([C:11]2[CH:10]=[CH:9][C:8]([C:6]3[O:5][N:4]=[C:3]([CH2:2][NH:1][S:30]([CH3:33])(=[O:32])=[O:31])[CH:7]=3)=[CH:13][CH:12]=2)[O:18][C:17]([CH3:19])([CH3:20])[N:16]1[C:21]([O:23][C:24]([CH3:27])([CH3:26])[CH3:25])=[O:22], predict the reactants needed to synthesize it. The reactants are: [NH2:1][CH2:2][C:3]1[CH:7]=[C:6]([C:8]2[CH:13]=[CH:12][C:11]([C@H:14]3[O:18][C:17]([CH3:20])([CH3:19])[N:16]([C:21]([O:23][C:24]([CH3:27])([CH3:26])[CH3:25])=[O:22])[C@@H:15]3[CH2:28][F:29])=[CH:10][CH:9]=2)[O:5][N:4]=1.[S:30](Cl)([CH3:33])(=[O:32])=[O:31].C(N(C(C)C)CC)(C)C. (3) Given the product [F:10][C:11]1[CH:12]=[C:13]([O:17][C:2]2[CH:3]=[C:4]([CH:7]=[CH:8][CH:9]=2)[C:5]#[N:6])[CH:14]=[CH:15][CH:16]=1, predict the reactants needed to synthesize it. The reactants are: F[C:2]1[CH:3]=[C:4]([CH:7]=[CH:8][CH:9]=1)[C:5]#[N:6].[F:10][C:11]1[CH:12]=[C:13]([OH:17])[CH:14]=[CH:15][CH:16]=1.C(=O)([O-])[O-].[Cs+].[Cs+].Cl. (4) Given the product [ClH:35].[CH3:1][N:2]1[C:6]([C:7]2[C:8](=[O:33])[NH:9][C:10](=[O:32])[N:11]([CH2:13][CH2:14][CH2:15][N:16]3[CH2:21][C@H:20]4[C@:18]([C:22]5[CH:27]=[CH:26][C:25]([C:28]([F:29])([F:30])[F:31])=[CH:24][CH:23]=5)([CH2:19]4)[CH2:17]3)[CH:12]=2)=[CH:5][C:4]([CH3:34])=[N:3]1, predict the reactants needed to synthesize it. The reactants are: [CH3:1][N:2]1[C:6]([C:7]2[C:8](=[O:33])[NH:9][C:10](=[O:32])[N:11]([CH2:13][CH2:14][CH2:15][N:16]3[CH2:21][C@H:20]4[C@:18]([C:22]5[CH:27]=[CH:26][C:25]([C:28]([F:31])([F:30])[F:29])=[CH:24][CH:23]=5)([CH2:19]4)[CH2:17]3)[CH:12]=2)=[CH:5][C:4]([CH3:34])=[N:3]1.[ClH:35].